Dataset: Reaction yield outcomes from USPTO patents with 853,638 reactions. Task: Predict the reaction yield, written as a fraction of the theoretical maximum amount of product (1.0 means a 100% yield; for example, 0.34 means a 34% yield). (1) The reactants are C[O:2][C:3]([C:5]1[S:6][C:7]([C:22]([CH3:25])([CH3:24])[CH3:23])=[CH:8][C:9]=1[NH:10][S:11]([C:14]1[CH:19]=[CH:18][C:17]([CH3:20])=[CH:16][C:15]=1[CH3:21])(=[O:13])=[O:12])=[O:4].O[Li].O. No catalyst specified. The product is [C:22]([C:7]1[S:6][C:5]([C:3]([OH:4])=[O:2])=[C:9]([NH:10][S:11]([C:14]2[CH:19]=[CH:18][C:17]([CH3:20])=[CH:16][C:15]=2[CH3:21])(=[O:13])=[O:12])[CH:8]=1)([CH3:25])([CH3:24])[CH3:23]. The yield is 0.700. (2) The reactants are [Br:1][C:2]1[C:23](C(O)=O)=[C:5]2[CH:6]=[C:7]([C:10](=[O:22])[N:11]([CH2:17][CH2:18][CH:19]([CH3:21])[CH3:20])[CH2:12][CH2:13][CH:14]([CH3:16])[CH3:15])[CH:8]=[CH:9][N:4]2[N:3]=1. The catalyst is C1(OC2C=CC=CC=2)C=CC=CC=1. The product is [Br:1][C:2]1[CH:23]=[C:5]2[CH:6]=[C:7]([C:10]([N:11]([CH2:17][CH2:18][CH:19]([CH3:21])[CH3:20])[CH2:12][CH2:13][CH:14]([CH3:15])[CH3:16])=[O:22])[CH:8]=[CH:9][N:4]2[N:3]=1. The yield is 0.707. (3) The reactants are [Cl:1][C:2]1[C:3]([O:17][Si:18]([CH:25]([CH3:27])[CH3:26])([CH:22]([CH3:24])[CH3:23])[CH:19]([CH3:21])[CH3:20])=[CH:4][C:5]([OH:16])=[C:6]([NH:8][C:9]([CH:11]2[CH2:15][CH2:14][CH2:13][CH2:12]2)=[O:10])[CH:7]=1.C(=O)([O-])[O-].[Cs+].[Cs+].[N+](C1C=C(S(O[CH2:47][C@@H:48]2[CH2:50][O:49]2)(=O)=O)C=CC=1)([O-])=O. The catalyst is O1CCOCC1. The product is [Cl:1][C:2]1[C:3]([O:17][Si:18]([CH:22]([CH3:24])[CH3:23])([CH:25]([CH3:27])[CH3:26])[CH:19]([CH3:20])[CH3:21])=[CH:4][C:5]([O:16][CH2:47][CH:48]2[CH2:50][O:49]2)=[C:6]([NH:8][C:9]([CH:11]2[CH2:15][CH2:14][CH2:13][CH2:12]2)=[O:10])[CH:7]=1. The yield is 0.170.